This data is from CYP3A4 inhibition data for predicting drug metabolism from PubChem BioAssay. The task is: Regression/Classification. Given a drug SMILES string, predict its absorption, distribution, metabolism, or excretion properties. Task type varies by dataset: regression for continuous measurements (e.g., permeability, clearance, half-life) or binary classification for categorical outcomes (e.g., BBB penetration, CYP inhibition). Dataset: cyp3a4_veith. (1) The drug is CN[C@]1(C)[C@H]2CC[C@@H](C2)C1(C)C. The result is 0 (non-inhibitor). (2) The drug is CC(C)c1ccc(N=c2c([N+](=O)[O-])nn(-c3ccc4c(c3)OCCO4)n2O)cc1. The result is 0 (non-inhibitor). (3) The compound is N#Cc1ccc(CN2CC3(CCN(C(=O)c4ccco4)CC3)C2)cc1. The result is 0 (non-inhibitor). (4) The molecule is NC(N)=NCCC[C@H](N)C(=O)O. The result is 0 (non-inhibitor). (5) The compound is COc1cc(C)nc(-n2nc(C)cc2OC)n1. The result is 0 (non-inhibitor). (6) The compound is O=C1Nc2ccc([N+](=O)[O-])cc2C1(O)N1CCCCCC1. The result is 1 (inhibitor).